This data is from Catalyst prediction with 721,799 reactions and 888 catalyst types from USPTO. The task is: Predict which catalyst facilitates the given reaction. (1) Reactant: CC(OI1(OC(C)=O)(OC(C)=O)OC(=O)C2C=CC=CC1=2)=O.[Cl:23][C:24]1[CH:25]=[N:26][C:27]([N:30]2[CH2:35][CH2:34][CH:33]([C@H:36]([CH3:40])[CH2:37][CH2:38][OH:39])[CH2:32][CH2:31]2)=[N:28][CH:29]=1.C([O-])(O)=O.[Na+]. The catalyst class is: 2. Product: [Cl:23][C:24]1[CH:25]=[N:26][C:27]([N:30]2[CH2:35][CH2:34][CH:33]([C@H:36]([CH3:40])[CH2:37][CH:38]=[O:39])[CH2:32][CH2:31]2)=[N:28][CH:29]=1. (2) Reactant: Cl.CN(C)CCCN=C=NCC.Cl.[CH3:14][O:15][C:16](=[O:22])[C@@H:17]1[CH2:21][CH2:20][CH2:19][NH:18]1.[CH2:23]([N:26]([C:31]([O:33][CH2:34][C:35]1[CH:40]=[CH:39][CH:38]=[CH:37][CH:36]=1)=[O:32])[CH2:27][C:28](O)=[O:29])[CH:24]=[CH2:25].C(N(CC)CC)C. Product: [CH3:14][O:15][C:16](=[O:22])[C@@H:17]1[CH2:21][CH2:20][CH2:19][N:18]1[C:28](=[O:29])[CH2:27][N:26]([CH2:23][CH:24]=[CH2:25])[C:31]([O:33][CH2:34][C:35]1[CH:40]=[CH:39][CH:38]=[CH:37][CH:36]=1)=[O:32]. The catalyst class is: 4.